Dataset: Peptide-MHC class II binding affinity with 134,281 pairs from IEDB. Task: Regression. Given a peptide amino acid sequence and an MHC pseudo amino acid sequence, predict their binding affinity value. This is MHC class II binding data. (1) The MHC is DRB1_1101 with pseudo-sequence DRB1_1101. The binding affinity (normalized) is 0. The peptide sequence is EMPSEEGYQDYEPEA. (2) The peptide sequence is AADLDAVAAFVESGR. The MHC is HLA-DQA10102-DQB10602 with pseudo-sequence HLA-DQA10102-DQB10602. The binding affinity (normalized) is 0.251. (3) The peptide sequence is SQDLELSANLNGLQAY. The MHC is DRB1_1302 with pseudo-sequence DRB1_1302. The binding affinity (normalized) is 0.647. (4) The peptide sequence is PSSGCYIHFFREPTD. The MHC is DRB1_1101 with pseudo-sequence DRB1_1101. The binding affinity (normalized) is 0.541.